From a dataset of Full USPTO retrosynthesis dataset with 1.9M reactions from patents (1976-2016). Predict the reactants needed to synthesize the given product. (1) Given the product [Br:1][C:2]1[CH:7]=[C:6]([Cl:8])[C:5]([S:9]([NH:14][C:15]2[CH:16]=[N:17][N:18]([CH3:21])[C:19]=2[CH3:20])(=[O:11])=[O:10])=[C:4]([Cl:13])[CH:3]=1, predict the reactants needed to synthesize it. The reactants are: [Br:1][C:2]1[CH:7]=[C:6]([Cl:8])[C:5]([S:9](Cl)(=[O:11])=[O:10])=[C:4]([Cl:13])[CH:3]=1.[NH2:14][C:15]1[CH:16]=[N:17][N:18]([CH3:21])[C:19]=1[CH3:20]. (2) Given the product [N+:20]([C:17]1[CH:18]=[CH:19][N:15]([CH2:14][C:11]2[S:12][CH:13]=[C:9]([C:4](=[O:5])[CH3:3])[N:10]=2)[N:16]=1)([O-:22])=[O:21], predict the reactants needed to synthesize it. The reactants are: N#N.[CH3:3][C:4]1([C:9]2[N:10]=[C:11]([CH2:14][N:15]3[CH:19]=[CH:18][C:17]([N+:20]([O-:22])=[O:21])=[N:16]3)[S:12][CH:13]=2)OCC[O:5]1.Cl.[OH-].[Na+]. (3) Given the product [CH:1]([O:4][C:5]1([C:8]2[CH:13]=[CH:12][C:11]([C:14]#[C:15][C:16]3[CH:21]=[CH:20][C:19]([CH2:22][C:23]([OH:25])=[O:24])=[CH:18][CH:17]=3)=[CH:10][C:9]=2[CH3:27])[CH2:7][CH2:6]1)([CH3:3])[CH3:2], predict the reactants needed to synthesize it. The reactants are: [CH:1]([O:4][C:5]1([C:8]2[CH:13]=[CH:12][C:11]([C:14]#[C:15][C:16]3[CH:21]=[CH:20][C:19]([CH2:22][C:23]([O:25]C)=[O:24])=[CH:18][CH:17]=3)=[CH:10][C:9]=2[CH3:27])[CH2:7][CH2:6]1)([CH3:3])[CH3:2].[OH-].[Na+].